This data is from Full USPTO retrosynthesis dataset with 1.9M reactions from patents (1976-2016). The task is: Predict the reactants needed to synthesize the given product. Given the product [CH3:25][C:21]1[N:13]([C:11]2[CH:10]=[CH:9][N:8]=[C:7]([N:4]3[CH2:5][CH2:6][O:1][CH2:2][CH2:3]3)[CH:12]=2)[CH:17]=[C:18]([C:19]([OH:26])=[O:20])[C:23](=[O:24])[CH:22]=1, predict the reactants needed to synthesize it. The reactants are: [O:1]1[CH2:6][CH2:5][N:4]([C:7]2[CH:12]=[C:11]([NH2:13])[CH:10]=[CH:9][N:8]=2)[CH2:3][CH2:2]1.CN(/[CH:17]=[C:18]1/[C:19](=[O:26])[O:20][C:21]([CH3:25])=[CH:22][C:23]/1=[O:24])C.CC([O-])(C)C.[K+].